From a dataset of Reaction yield outcomes from USPTO patents with 853,638 reactions. Predict the reaction yield, written as a fraction of the theoretical maximum amount of product (1.0 means a 100% yield; for example, 0.34 means a 34% yield). (1) The reactants are [Cl:1][C:2]1[CH:7]=[CH:6][C:5]([S:8]([CH:11]([C:21]2[CH:26]=[C:25]([F:27])[CH:24]=[CH:23][C:22]=2[F:28])[C:12]2[N:17]=[CH:16][C:15]([C:18]([OH:20])=O)=[CH:14][CH:13]=2)(=[O:10])=[O:9])=[CH:4][CH:3]=1.C(N(CC)CC)C.Cl.C(N=C=NCCCN(C)C)C.Cl.[CH2:49]([CH2:51][NH2:52])[OH:50]. The catalyst is CN(C)C1C=CN=CC=1.ClCCl. The product is [Cl:1][C:2]1[CH:7]=[CH:6][C:5]([S:8]([CH:11]([C:21]2[CH:26]=[C:25]([F:27])[CH:24]=[CH:23][C:22]=2[F:28])[C:12]2[CH:13]=[CH:14][C:15]([C:18]([NH:52][CH2:51][CH2:49][OH:50])=[O:20])=[CH:16][N:17]=2)(=[O:10])=[O:9])=[CH:4][CH:3]=1. The yield is 0.630. (2) The reactants are [Br:1][C:2]1[CH:3]=[C:4]([CH:11]=[C:12]([Br:14])[CH:13]=1)[O:5][CH2:6][CH2:7][CH2:8][CH2:9][NH2:10].[C:15](O[C:15]([O:17][C:18]([CH3:21])([CH3:20])[CH3:19])=[O:16])([O:17][C:18]([CH3:21])([CH3:20])[CH3:19])=[O:16]. The catalyst is C1COCC1. The product is [Br:1][C:2]1[CH:3]=[C:4]([CH:11]=[C:12]([Br:14])[CH:13]=1)[O:5][CH2:6][CH2:7][CH2:8][CH2:9][NH:10][C:15](=[O:16])[O:17][C:18]([CH3:21])([CH3:20])[CH3:19]. The yield is 0.590. (3) The reactants are [CH2:1]([N:8]([CH2:25][CH3:26])[C:9]1[CH:18]=[C:17]2[C:12]([CH:13]=[C:14]([C:20]([O:22]CC)=[O:21])[C:15](=[O:19])[O:16]2)=[CH:11][CH:10]=1)[C:2]1[CH:7]=[CH:6][CH:5]=[CH:4][CH:3]=1.[OH-].[Na+].Cl. The catalyst is C(O)C. The product is [CH2:1]([N:8]([CH2:25][CH3:26])[C:9]1[CH:18]=[C:17]2[C:12]([CH:13]=[C:14]([C:20]([OH:22])=[O:21])[C:15](=[O:19])[O:16]2)=[CH:11][CH:10]=1)[C:2]1[CH:3]=[CH:4][CH:5]=[CH:6][CH:7]=1. The yield is 0.690. (4) The reactants are Br[C:2]1[CH:3]=[C:4]([CH2:8][N:9]2[CH2:14][CH2:13][N:12]([C:15]([O:17][C:18]([CH3:21])([CH3:20])[CH3:19])=[O:16])[CH2:11][CH2:10]2)[CH:5]=[CH:6][CH:7]=1.C([Li])CCC.C[O:28][B:29](OC)[O:30]C. The catalyst is C1COCC1. The product is [CH3:19][C:18]([O:17][C:15]([N:12]1[CH2:13][CH2:14][N:9]([CH2:8][C:4]2[CH:3]=[C:2]([B:29]([OH:30])[OH:28])[CH:7]=[CH:6][CH:5]=2)[CH2:10][CH2:11]1)=[O:16])([CH3:21])[CH3:20]. The yield is 0.840. (5) The reactants are [C:1]1([S:7]([N:10]2[C:18]3[C:13](=[CH:14][CH:15]=[CH:16][CH:17]=3)[CH:12]=[CH:11]2)(=[O:9])=[O:8])[CH:6]=[CH:5][CH:4]=[CH:3][CH:2]=1.[CH:19]1([C:25](Cl)=O)[CH2:24][CH2:23][CH2:22][CH2:21][CH2:20]1.[Sn](Cl)(Cl)(Cl)Cl.Cl.C(=O)(O)O.[NH2:38][NH:39][C:40]([NH2:42])=[NH:41]. The catalyst is C(Cl)Cl.C(O)(C)C. The product is [CH:19]1([C:25]([C:12]2[C:13]3[C:18](=[CH:17][CH:16]=[CH:15][CH:14]=3)[N:10]([S:7]([C:1]3[CH:2]=[CH:3][CH:4]=[CH:5][CH:6]=3)(=[O:9])=[O:8])[CH:11]=2)=[N:38][NH:39][C:40](=[NH:41])[NH2:42])[CH2:24][CH2:23][CH2:22][CH2:21][CH2:20]1. The yield is 0.170. (6) The reactants are Br[C:2]1[CH:7]=[CH:6][CH:5]=[C:4]([CH:8]2[O:12][CH2:11][CH2:10][O:9]2)[N:3]=1.C([Li])CCC.[O:18]1[CH2:21][C:20](=[O:22])[CH2:19]1. The catalyst is O1CCCC1. The product is [O:9]1[CH2:10][CH2:11][O:12][CH:8]1[C:4]1[N:3]=[C:2]([C:20]2([OH:22])[CH2:21][O:18][CH2:19]2)[CH:7]=[CH:6][CH:5]=1. The yield is 0.270. (7) The reactants are [NH:1]1[CH2:6][CH2:5][C:4]2([C:11]3[S:12][CH:13]=[CH:14][C:10]=3[CH2:9][CH2:8][O:7]2)[CH2:3][CH2:2]1.C(=O)(OC(C)(C)C)[O:16][C:17]([O:19][C:20]([CH3:23])([CH3:22])[CH3:21])=O.[Cl-].[Na+]. The catalyst is CC1CCCO1. The product is [N:1]1([C:17]([O:19][C:20]([CH3:23])([CH3:22])[CH3:21])=[O:16])[CH2:2][CH2:3][C:4]2([C:11]3[S:12][CH:13]=[CH:14][C:10]=3[CH2:9][CH2:8][O:7]2)[CH2:5][CH2:6]1. The yield is 0.990. (8) The reactants are [Al+3].[Cl-].[Cl-].[Cl-].[C:5]1(=[O:15])[C:14]2[C:9](=[CH:10][CH:11]=[CH:12][CH:13]=2)[CH2:8][CH2:7][CH2:6]1.[Br:16]Br. The catalyst is C([O-])(O)=O.[Na+]. The product is [Br:16][C:10]1[CH:11]=[CH:12][CH:13]=[C:14]2[C:9]=1[CH2:8][CH2:7][CH2:6][C:5]2=[O:15]. The yield is 0.440.